Dataset: Catalyst prediction with 721,799 reactions and 888 catalyst types from USPTO. Task: Predict which catalyst facilitates the given reaction. (1) The catalyst class is: 134. Product: [Cl:24][C:25]1[CH:32]=[CH:31][C:28]([C:4](=[O:6])[CH2:3][C:1]#[N:2])=[CH:27][N:26]=1. Reactant: [C:1]([CH2:3][C:4]([OH:6])=O)#[N:2].N1C=CC=CC=1C1C=CC=CN=1.C([Li])CCC.[Cl:24][C:25]1[CH:32]=[CH:31][C:28](CCl)=[CH:27][N:26]=1.Cl. (2) Reactant: [C:1]([O-:4])(O)=[O:2].[Na+].[CH:6]1([C:11]([C:13]2[CH:18]=[C:17]([CH3:19])[CH:16]=[CH:15][C:14]=2[NH:20][C:21]([NH:23][C:24]2[S:25][C:26]([CH:29]=O)=[CH:27][N:28]=2)=[O:22])=[O:12])[CH2:10][CH2:9][CH2:8][CH2:7]1.Cl.[NH2:32][OH:33].[C:34](O)(=O)CC(CC(O)=O)(C(O)=O)O. Product: [CH:6]1([C:11]([C:13]2[CH:18]=[C:17]([CH3:19])[CH:16]=[CH:15][C:14]=2[NH:20][C:21](=[O:22])[NH:23][C:24]2[S:25][C:26]([CH:29]=[N:32][O:33][CH2:34][C:1]([OH:4])=[O:2])=[CH:27][N:28]=2)=[O:12])[CH2:10][CH2:9][CH2:8][CH2:7]1. The catalyst class is: 1. (3) Reactant: [Cl:1][C:2]1[C:3]([CH3:12])=[N:4][C:5]2[N:6]([N:9]=[CH:10][CH:11]=2)[C:7]=1Cl.C1OCCOCCOCCOCCOCCOC1.[F-:31].[K+].O. Product: [Cl:1][C:2]1[C:3]([CH3:12])=[N:4][C:5]2[N:6]([N:9]=[CH:10][CH:11]=2)[C:7]=1[F:31]. The catalyst class is: 23.